Task: Predict the reaction yield, written as a fraction of the theoretical maximum amount of product (1.0 means a 100% yield; for example, 0.34 means a 34% yield).. Dataset: Reaction yield outcomes from USPTO patents with 853,638 reactions (1) The reactants are [Si:1]([O:8][C@@H:9]1[C@H:13]([CH2:14][O:15][Si:16]([C:19]([CH3:22])([CH3:21])[CH3:20])([CH3:18])[CH3:17])[CH2:12][C@@H:11]([NH2:23])[CH2:10]1)([C:4]([CH3:7])([CH3:6])[CH3:5])([CH3:3])[CH3:2].[Cl:24][C:25]1[N:30]=[C:29](Cl)[N:28]=[C:27]([NH:32][C@@H:33]2[C:41]3[C:36](=[CH:37][CH:38]=[CH:39][CH:40]=3)[C:35]([CH3:43])([CH3:42])[CH2:34]2)[N:26]=1. The catalyst is C1COCC1. The product is [Si:1]([O:8][C@@H:9]1[C@H:13]([CH2:14][O:15][Si:16]([C:19]([CH3:22])([CH3:21])[CH3:20])([CH3:17])[CH3:18])[CH2:12][C@@H:11]([NH:23][C:29]2[N:28]=[C:27]([NH:32][C@@H:33]3[C:41]4[C:36](=[CH:37][CH:38]=[CH:39][CH:40]=4)[C:35]([CH3:42])([CH3:43])[CH2:34]3)[N:26]=[C:25]([Cl:24])[N:30]=2)[CH2:10]1)([C:4]([CH3:7])([CH3:6])[CH3:5])([CH3:3])[CH3:2]. The yield is 0.710. (2) The product is [CH2:1]([O:8][C:9]([NH:11][C@@H:12]([CH2:16][NH:17][C:18]([O:20][C:21]([CH3:24])([CH3:23])[CH3:22])=[O:19])[C:13]([N:26]1[CH2:31][CH2:30][CH2:29][CH2:28][C@@H:27]1[C:32]([O:34][CH3:35])=[O:33])=[O:15])=[O:10])[C:2]1[CH:3]=[CH:4][CH:5]=[CH:6][CH:7]=1. The reactants are [CH2:1]([O:8][C:9]([NH:11][C@@H:12]([CH2:16][NH:17][C:18]([O:20][C:21]([CH3:24])([CH3:23])[CH3:22])=[O:19])[C:13]([OH:15])=O)=[O:10])[C:2]1[CH:7]=[CH:6][CH:5]=[CH:4][CH:3]=1.Cl.[NH:26]1[CH2:31][CH2:30][CH2:29][CH2:28][C@@H:27]1[C:32]([O:34][CH3:35])=[O:33].C(Cl)CCl.C1C=CC2N(O)N=NC=2C=1. The yield is 0.698. The catalyst is C(Cl)Cl.O. (3) The reactants are [CH3:1][C:2]1[CH:7]=[CH:6][C:5]([CH2:8][C:9]#[N:10])=[CH:4][C:3]=1[CH3:11].[N:12](OC)=[O:13]. No catalyst specified. The product is [OH:13][N:12]=[C:8]([C:9]#[N:10])[C:5]1[CH:6]=[CH:7][C:2]([CH3:1])=[C:3]([CH3:11])[CH:4]=1. The yield is 0.500. (4) The reactants are [NH:1]1[C:9](=[O:10])[C:8]2[C:4]([N:5]=[CH:6][N:7]=2)=[N:3][C:2]1=[N:11][NH2:12].[CH3:13][O:14][C:15]1[CH:20]=[CH:19][C:18]([C:21]2[O:25][N:24]=[C:23]([CH2:26][CH2:27][CH:28]=O)[N:22]=2)=[CH:17][CH:16]=1. The catalyst is C(O)C. The product is [CH3:13][O:14][C:15]1[CH:16]=[CH:17][C:18]([C:21]2[O:25][N:24]=[C:23]([CH2:26][CH2:27][C:28]3[N:1]4[C:9](=[O:10])[C:8]5[NH:7][CH:6]=[N:5][C:4]=5[N:3]([CH2:17][CH2:16][CH2:15][CH2:20][CH3:19])[C:2]4=[N:11][N:12]=3)[N:22]=2)=[CH:19][CH:20]=1. The yield is 0.640. (5) The reactants are [CH3:1][O:2][C:3]1[CH:10]=[CH:9][C:6]([CH2:7][NH2:8])=[CH:5][CH:4]=1.[CH:11]([S:14](Cl)(=[O:16])=[O:15])([CH3:13])[CH3:12]. The catalyst is ClCCl. The product is [CH:11]([S:14]([NH:8][CH2:7][C:6]1[CH:9]=[CH:10][C:3]([O:2][CH3:1])=[CH:4][CH:5]=1)(=[O:16])=[O:15])([CH3:13])[CH3:12]. The yield is 0.430. (6) The reactants are [Br:1][C:2]1[CH:7]=[CH:6][C:5]([CH:8]=[CH:9][C:10]2[CH:15]=[CH:14][CH:13]=[CH:12][CH:11]=2)=[CH:4][CH:3]=1.[Br-].BrC1C=CC(C[P+](C2C=CC=CC=2)(C2C=CC=CC=2)C2C=CC=CC=2)=CC=1.C(=O)C1C=CC=CC=1.CC(C)([O-])C.[K+]. The catalyst is O1CCCC1. The product is [Br:1][C:2]1[CH:3]=[CH:4][C:5](/[CH:8]=[CH:9]/[C:10]2[CH:11]=[CH:12][CH:13]=[CH:14][CH:15]=2)=[CH:6][CH:7]=1. The yield is 0.292.